This data is from Reaction yield outcomes from USPTO patents with 853,638 reactions. The task is: Predict the reaction yield, written as a fraction of the theoretical maximum amount of product (1.0 means a 100% yield; for example, 0.34 means a 34% yield). (1) The reactants are Br[C:2]1[CH:7]=[CH:6][C:5]([N:8]2[C:12]([CH3:13])=[CH:11][CH:10]=[C:9]2[C:14]2[CH:19]=[CH:18][C:17]([S:20]([CH3:23])(=[O:22])=[O:21])=[C:16]([F:24])[CH:15]=2)=[CH:4][CH:3]=1.[O:25]1[CH:29]=[CH:28][CH:27]=[C:26]1B(O)O.C([O-])(O)=O.[Na+]. The catalyst is COCCOC.O. The product is [F:24][C:16]1[CH:15]=[C:14]([C:9]2[N:8]([C:5]3[CH:6]=[CH:7][C:2]([C:26]4[O:25][CH:29]=[CH:28][CH:27]=4)=[CH:3][CH:4]=3)[C:12]([CH3:13])=[CH:11][CH:10]=2)[CH:19]=[CH:18][C:17]=1[S:20]([CH3:23])(=[O:22])=[O:21]. The yield is 0.610. (2) The reactants are [CH2:1]([O:3][C:4](=[O:14])[CH2:5][CH2:6][CH2:7][CH2:8][CH2:9][CH2:10][CH2:11][CH:12]=[CH2:13])[CH3:2].[F:15][C:16]1[CH:23]=[CH:22][CH:21]=[CH:20][C:17]=1C=C. The catalyst is ClCCl. The product is [CH2:1]([O:3][C:4](=[O:14])[CH2:5][CH2:6][CH2:7][CH2:8][CH2:9][CH2:10][CH2:11][CH:12]=[CH:13][C:17]1[CH:20]=[CH:21][CH:22]=[CH:23][C:16]=1[F:15])[CH3:2]. The yield is 0.570. (3) The reactants are [Cl:1][C:2]([C:7]([CH3:10])([CH3:9])[CH3:8])=[CH:3][C:4]([OH:6])=[O:5].S(Cl)(Cl)=O.O.[CH3:16]O. No catalyst specified. The product is [Cl:1][C:2]([C:7]([CH3:10])([CH3:9])[CH3:8])=[CH:3][C:4]([O:6][CH3:16])=[O:5]. The yield is 0.870. (4) The reactants are Br[C:2]1[CH:8]=[CH:7][C:5]([NH2:6])=[C:4]([CH3:9])[CH:3]=1.[CH3:10][PH:11](=[O:13])[CH3:12].P([O-])([O-])([O-])=O.[K+].[K+].[K+]. The catalyst is CN(C=O)C.C([O-])(=O)C.[Pd+2].C([O-])(=O)C.CC1(C)C2C(=C(P(C3C=CC=CC=3)C3C=CC=CC=3)C=CC=2)OC2C(P(C3C=CC=CC=3)C3C=CC=CC=3)=CC=CC1=2. The product is [CH3:10][P:11]([C:2]1[CH:8]=[CH:7][C:5]([NH2:6])=[C:4]([CH3:9])[CH:3]=1)([CH3:12])=[O:13]. The yield is 0.850. (5) The product is [OH:1][C:2]1[CH:7]=[CH:6][C:5]([CH2:8][CH2:9][N:10]2[C:18]3[N:17]=[C:16]([C:19]45[CH2:20][CH2:21][C:22]([C:27]([OH:29])=[O:28])([CH2:25][CH2:26]4)[CH2:23][CH2:24]5)[NH:15][C:14]=3[C:13](=[O:30])[N:12]([CH2:31][CH2:32][CH3:33])[C:11]2=[O:34])=[CH:4][C:3]=1[I:37]. The catalyst is O.C(O)C. The reactants are [OH:1][C:2]1[CH:7]=[CH:6][C:5]([CH2:8][CH2:9][N:10]2[C:18]3[N:17]=[C:16]([C:19]45[CH2:26][CH2:25][C:22]([C:27]([OH:29])=[O:28])([CH2:23][CH2:24]4)[CH2:21][CH2:20]5)[NH:15][C:14]=3[C:13](=[O:30])[N:12]([CH2:31][CH2:32][CH3:33])[C:11]2=[O:34])=[CH:4][CH:3]=1.[OH-].[Na+].[I:37]I. The yield is 0.200. (6) The reactants are C[O:2][C:3](=[O:21])[CH2:4][C:5]1[CH:10]=[CH:9][CH:8]=[C:7]([S:11][CH2:12][CH2:13][C@H:14]([O:16]S(C)(=O)=O)[CH3:15])[CH:6]=1.[CH2:22]([C:24]1[CH:29]=[CH:28][C:27](O)=[C:26]([C:31]2[CH:36]=[CH:35][CH:34]=[CH:33][N:32]=2)[CH:25]=1)[CH3:23]. No catalyst specified. The product is [CH2:22]([C:24]1[CH:29]=[CH:28][C:27]([O:16][C@@H:14]([CH3:15])[CH2:13][CH2:12][S:11][C:7]2[CH:6]=[C:5]([CH2:4][C:3]([OH:2])=[O:21])[CH:10]=[CH:9][CH:8]=2)=[C:26]([C:31]2[CH:36]=[CH:35][CH:34]=[CH:33][N:32]=2)[CH:25]=1)[CH3:23]. The yield is 0.0300.